Dataset: Full USPTO retrosynthesis dataset with 1.9M reactions from patents (1976-2016). Task: Predict the reactants needed to synthesize the given product. (1) The reactants are: [Cl:1][C:2]1[CH:3]=[C:4]([S:9]([NH2:12])(=[O:11])=[O:10])[CH:5]=[CH:6][C:7]=1F.[NH2:13][NH2:14]. Given the product [Cl:1][C:2]1[CH:3]=[C:4]([S:9]([NH2:12])(=[O:11])=[O:10])[CH:5]=[CH:6][C:7]=1[NH:13][NH2:14], predict the reactants needed to synthesize it. (2) The reactants are: [Cl:1][C:2]1[CH:7]=[CH:6][C:5]([NH:8]C(=O)C)=[C:4]([F:12])[C:3]=1[I:13].Cl. Given the product [Cl:1][C:2]1[CH:7]=[CH:6][C:5]([NH2:8])=[C:4]([F:12])[C:3]=1[I:13], predict the reactants needed to synthesize it. (3) Given the product [C:1]([O:5][C:6]([N:8]1[CH2:14][CH2:13][C:12](=[O:15])[N:11]([CH2:46][CH2:20][CH2:18][O:21][CH2:37][C:38]2[CH:39]=[CH:40][CH:41]=[CH:42][CH:43]=2)[CH2:10][C@H:9]1[CH3:16])=[O:7])([CH3:4])([CH3:2])[CH3:3], predict the reactants needed to synthesize it. The reactants are: [C:1]([O:5][C:6]([N:8]1[CH2:14][CH2:13][C:12](=[O:15])[NH:11][CH2:10][C@H:9]1[CH3:16])=[O:7])([CH3:4])([CH3:3])[CH3:2].C[C:18]([O-:21])([CH3:20])C.[K+].[CH2:37](C(Br)CCOCCC(Br)[CH2:37][C:38]1[CH:43]=[CH:42][CH:41]=[CH:40][CH:39]=1)[C:38]1[CH:43]=[CH:42][CH:41]=[CH:40][CH:39]=1.[C:46](=O)([O-])O.[Na+]. (4) The reactants are: Cl[C:2]1[N:19]=[CH:18][CH:17]=[C:16]([C:20]#[C:21][Si](C)(C)C)[C:3]=1[C:4]([NH:6][CH2:7][C:8]1[CH:13]=[CH:12][C:11]([F:14])=[C:10]([F:15])[CH:9]=1)=[O:5].NCC1SC(C2C=C3C(=CC=2)N=CN=C3N)=CC=1.C([O-])([O-])=O.[Cs+].[Cs+]. Given the product [F:15][C:10]1[CH:9]=[C:8]([CH:13]=[CH:12][C:11]=1[F:14])[CH2:7][N:6]1[C:20](=[CH2:21])[C:16]2[CH:17]=[CH:18][N:19]=[CH:2][C:3]=2[C:4]1=[O:5], predict the reactants needed to synthesize it. (5) Given the product [CH2:10]([O:9][C:38]1[CH:39]=[C:21]([CH:37]=[C:36]([O:40][CH2:45][C:44]2[CH:4]=[CH:3][CH:2]=[CH:7][CH:6]=2)[N:35]=1)[C:22]([O:1][C:2]1[C:7]([Cl:8])=[CH:6][N:5]=[C:4]([O:9][C:10]([C:12]2[CH:13]=[C:14]([CH:30]=[CH:31][CH:32]=2)[C:15]([N:17]2[C:22](=[O:23])[C:21]([F:24])=[CH:20][N:19]([CH2:25][O:26][CH2:27][CH3:28])[C:18]2=[O:29])=[O:16])=[O:11])[CH:3]=1)=[O:23])[C:12]1[CH:13]=[CH:14][CH:30]=[CH:31][CH:32]=1, predict the reactants needed to synthesize it. The reactants are: [OH:1][C:2]1[C:7]([Cl:8])=[CH:6][N:5]=[C:4]([O:9][C:10]([C:12]2[CH:13]=[C:14]([CH:30]=[CH:31][CH:32]=2)[C:15]([N:17]2[C:22](=[O:23])[C:21]([F:24])=[CH:20][N:19]([CH2:25][O:26][CH2:27][CH3:28])[C:18]2=[O:29])=[O:16])=[O:11])[CH:3]=1.C([N:35]([CH2:38][CH3:39])[CH2:36][CH3:37])C.[O:40]1[CH2:45][CH2:44]OCC1.